From a dataset of Catalyst prediction with 721,799 reactions and 888 catalyst types from USPTO. Predict which catalyst facilitates the given reaction. (1) Reactant: [C:1]([OH:8])(=[O:7])/[CH:2]=[CH:3]\[C:4]([OH:6])=[O:5].[CH3:9][O:10][C:11]1[CH:12]=[C:13]2[CH2:22][CH:21]([CH2:23][CH:24]3[CH2:29][CH2:28][N:27]([CH2:30][C:31]4[CH:32]=[CH:33][CH:34]=[CH:35][CH:36]=4)[CH2:26][CH2:25]3)[C:19](=[O:20])[C:14]2=[CH:15][C:16]=1[O:17][CH3:18].C(OCCC)CC. Product: [CH3:9][O:10][C:11]1[CH:12]=[C:13]2[CH2:22][CH:21]([CH2:23][CH:24]3[CH2:25][CH2:26][N:27]([CH2:30][C:31]4[CH:36]=[CH:35][CH:34]=[CH:33][CH:32]=4)[CH2:28][CH2:29]3)[C:19](=[O:20])[C:14]2=[CH:15][C:16]=1[O:17][CH3:18].[C:1]([O-:8])(=[O:7])/[CH:2]=[CH:3]\[C:4]([O-:6])=[O:5]. The catalyst class is: 13. (2) Reactant: [Cl:1][C:2]1[CH:3]=[C:4]([CH:8]2[C:12]([C:15]3[CH:20]=[CH:19][C:18]([Cl:21])=[CH:17][CH:16]=3)([C:13]#[N:14])[CH:11]([CH2:22][C:23]([CH3:26])([CH3:25])[CH3:24])[NH:10][CH:9]2[C:27]([OH:29])=O)[CH:5]=[CH:6][CH:7]=1.[CH3:30][C:31]([CH3:35])([CH3:34])[CH2:32][NH2:33].CN(C(ON1N=NC2C=CC=NC1=2)=[N+](C)C)C.F[P-](F)(F)(F)(F)F.CCN(C(C)C)C(C)C. Product: [CH3:30][C:31]([CH3:35])([CH3:34])[CH2:32][NH:33][C:27]([CH:9]1[CH:8]([C:4]2[CH:5]=[CH:6][CH:7]=[C:2]([Cl:1])[CH:3]=2)[C:12]([C:15]2[CH:16]=[CH:17][C:18]([Cl:21])=[CH:19][CH:20]=2)([C:13]#[N:14])[CH:11]([CH2:22][C:23]([CH3:24])([CH3:25])[CH3:26])[NH:10]1)=[O:29]. The catalyst class is: 2.